This data is from Forward reaction prediction with 1.9M reactions from USPTO patents (1976-2016). The task is: Predict the product of the given reaction. (1) Given the reactants [BH4-].[Na+].[Cl:3][C:4]1[N:9]=[CH:8][C:7]([C:10](=[N:12]O)[CH3:11])=[CH:6][CH:5]=1.[OH-].[NH4+], predict the reaction product. The product is: [Cl:3][C:4]1[N:9]=[CH:8][C:7]([CH:10]([NH2:12])[CH3:11])=[CH:6][CH:5]=1. (2) Given the reactants [CH:1]([C:4]1[CH:9]=[C:8]([C:10]2[C:22]3[C:21]([CH3:23])=[C:20]([CH3:24])[S:19][C:18]=3[C:17]([Br:25])=[C:16]3[C:11]=2[CH:12]=[CH:13][CH:14]=[CH:15]3)[CH:7]=[CH:6][C:5]=1[OH:26])([CH3:3])[CH3:2].C([O-])(=O)C.[K+].[Br:32]Br, predict the reaction product. The product is: [Br:32][C:6]1[CH:7]=[C:8]([C:10]2[C:22]3[C:21]([CH3:23])=[C:20]([CH3:24])[S:19][C:18]=3[C:17]([Br:25])=[C:16]3[C:11]=2[CH:12]=[CH:13][CH:14]=[CH:15]3)[CH:9]=[C:4]([CH:1]([CH3:3])[CH3:2])[C:5]=1[OH:26]. (3) Given the reactants [F:1][C:2]([F:33])([F:32])[C:3]1[CH:4]=[C:5]([CH:29]=[CH:30][CH:31]=1)[CH2:6][NH:7][C:8](=[O:28])[C:9]1[CH:14]=[CH:13][N:12]=[C:11]([C:15]2[CH:20]=[C:19]([N:21]([CH2:23][CH2:24][CH2:25][CH3:26])[CH3:22])[CH:18]=[CH:17][C:16]=2[NH2:27])[CH:10]=1.[CH3:34][N:35]([CH2:47][CH2:48][N:49]1[CH2:54][CH2:53][O:52][CH2:51][CH2:50]1)[C:36]([C:38]1[CH:39]=[C:40]([CH:44]=[CH:45][CH:46]=1)[C:41](O)=[O:42])=[O:37].CCN=C=NCCCN(C)C.Cl, predict the reaction product. The product is: [CH2:23]([N:21]([CH3:22])[C:19]1[CH:18]=[CH:17][C:16]([NH:27][C:41](=[O:42])[C:40]2[CH:44]=[CH:45][CH:46]=[C:38]([C:36]([N:35]([CH3:34])[CH2:47][CH2:48][N:49]3[CH2:50][CH2:51][O:52][CH2:53][CH2:54]3)=[O:37])[CH:39]=2)=[C:15]([C:11]2[CH:10]=[C:9]([C:8](=[O:28])[NH:7][CH2:6][C:5]3[CH:29]=[CH:30][CH:31]=[C:3]([C:2]([F:32])([F:1])[F:33])[CH:4]=3)[CH:14]=[CH:13][N:12]=2)[CH:20]=1)[CH2:24][CH2:25][CH3:26]. (4) Given the reactants C[O:2][C:3]([C:5]1[S:6][C:7]([C:27]#[C:28][C:29]([CH3:32])([CH3:31])[CH3:30])=[CH:8][C:9]=1[N:10]([C@H:20]1[CH2:25][CH2:24][C@H:23]([OH:26])[CH2:22][CH2:21]1)[C:11]([C@H:13]1[CH2:18][CH2:17][C@H:16]([CH3:19])[CH2:15][CH2:14]1)=[O:12])=[O:4].CO.O.O[Li].O, predict the reaction product. The product is: [CH3:31][C:29]([CH3:30])([CH3:32])[C:28]#[C:27][C:7]1[S:6][C:5]([C:3]([OH:4])=[O:2])=[C:9]([N:10]([C@H:20]2[CH2:25][CH2:24][C@H:23]([OH:26])[CH2:22][CH2:21]2)[C:11]([C@H:13]2[CH2:18][CH2:17][C@H:16]([CH3:19])[CH2:15][CH2:14]2)=[O:12])[CH:8]=1.